The task is: Predict the reactants needed to synthesize the given product.. This data is from Full USPTO retrosynthesis dataset with 1.9M reactions from patents (1976-2016). (1) Given the product [NH:1]1[C:5]2[CH:6]=[CH:7][CH:8]=[CH:9][C:4]=2[N:3]=[C:2]1[CH2:10][N:11]([CH2:12][C:13]1[CH:14]=[CH:15][C:16]([CH2:19][NH:20][CH2:39][CH2:38][NH2:37])=[CH:17][CH:18]=1)[CH:21]1[C:30]2[N:29]=[CH:28][CH:27]=[CH:26][C:25]=2[CH2:24][CH2:23][CH2:22]1, predict the reactants needed to synthesize it. The reactants are: [NH:1]1[C:5]2[CH:6]=[CH:7][CH:8]=[CH:9][C:4]=2[N:3]=[C:2]1[CH2:10][N:11]([CH:21]1[C:30]2[N:29]=[CH:28][CH:27]=[CH:26][C:25]=2[CH2:24][CH2:23][CH2:22]1)[CH2:12][C:13]1[CH:18]=[CH:17][C:16]([CH2:19][NH2:20])=[CH:15][CH:14]=1.C(OC(=O)[NH:37][CH2:38][CH:39]=O)(C)(C)C.[BH-](OC(C)=O)(OC(C)=O)OC(C)=O.[Na+]. (2) Given the product [Br:1][C:2]1[CH:11]=[C:10]2[C:5]([CH:6]=[CH:7][N:8]([NH:8][CH2:7][CH2:6][CH3:5])[CH2:9]2)=[CH:4][CH:3]=1, predict the reactants needed to synthesize it. The reactants are: [Br:1][C:2]1[CH:11]=[C:10]2[C:5]([CH:6]=[CH:7][N:8]=[C:9]2Cl)=[CH:4][CH:3]=1. (3) Given the product [Br:1][C:2]1[CH:3]=[CH:4][C:5]([CH:8]2[O:12][CH2:11][CH2:10][O:9]2)=[CH:6][N:7]=1, predict the reactants needed to synthesize it. The reactants are: [Br:1][C:2]1[N:7]=[CH:6][C:5]([CH:8]=[O:9])=[CH:4][CH:3]=1.[CH2:10](O)[CH2:11][OH:12]. (4) The reactants are: [CH3:1][S:2][C:3]1[CH:4]=[CH:5][C:6]([N:12]2[CH2:17][CH2:16][O:15][CH2:14][CH2:13]2)=[C:7]([CH:11]=1)[C:8]([OH:10])=O.[F:18][C:19]1[CH:20]=[C:21]([C:31](=[O:33])[CH3:32])[CH:22]=[CH:23][C:24]=1[N:25]1[CH2:30][CH2:29][NH:28][CH2:27][CH2:26]1. Given the product [F:18][C:19]1[CH:20]=[C:21]([C:31](=[O:33])[CH3:32])[CH:22]=[CH:23][C:24]=1[N:25]1[CH2:30][CH2:29][N:28]([C:8](=[O:10])[C:7]2[CH:11]=[C:3]([S:2][CH3:1])[CH:4]=[CH:5][C:6]=2[N:12]2[CH2:17][CH2:16][O:15][CH2:14][CH2:13]2)[CH2:27][CH2:26]1, predict the reactants needed to synthesize it. (5) Given the product [N:1]1[C:2]([NH:10][C:11](=[O:17])[O:12][C:13]([CH3:15])([CH3:14])[CH3:16])=[N:3][N:4]2[CH2:9][CH2:8][NH:7][CH2:6][C:5]=12, predict the reactants needed to synthesize it. The reactants are: [N:1]1[C:2]([NH:10][C:11](=[O:17])[O:12][C:13]([CH3:16])([CH3:15])[CH3:14])=[N:3][N:4]2[CH:9]=[CH:8][N:7]=[CH:6][C:5]=12.